This data is from Reaction yield outcomes from USPTO patents with 853,638 reactions. The task is: Predict the reaction yield, written as a fraction of the theoretical maximum amount of product (1.0 means a 100% yield; for example, 0.34 means a 34% yield). (1) The reactants are ICI.[CH2:4]([C:8]1[CH2:13][CH:12]([CH3:14])[CH:11]([CH:15]([OH:17])[CH3:16])[CH2:10][CH:9]=1)[CH:5]([CH3:7])[CH3:6].[CH2:18]([Al](CC)CC)C.ClC1C=CC=C(C(OO)=O)C=1. The catalyst is CCCCCC.O. The product is [CH2:4]([C:8]12[CH2:18][CH:9]1[CH2:10][CH:11]([CH:15]([OH:17])[CH3:16])[CH:12]([CH3:14])[CH2:13]2)[CH:5]([CH3:7])[CH3:6]. The yield is 0.860. (2) The reactants are [Cl:1][C:2]1[CH:3]=[CH:4][C:5]2[O:9][C:8]([CH:10]=O)=[CH:7][C:6]=2[CH:12]=1.[BH4-].[Na+].P(Br)(Br)[Br:16]. The catalyst is CCO. The product is [Br:16][CH2:10][C:8]1[O:9][C:5]2[CH:4]=[CH:3][C:2]([Cl:1])=[CH:12][C:6]=2[CH:7]=1. The yield is 0.570. (3) The reactants are [C:1]1([N:7]([CH2:22][O:23][CH2:24][CH2:25][Si:26]([CH3:29])([CH3:28])[CH3:27])[C:8]([C:10]2[N:15]=[CH:14][C:13]([C:16](=[CH2:21])[C:17]([O:19][CH3:20])=[O:18])=[CH:12][N:11]=2)=[O:9])[CH:6]=[CH:5][CH:4]=[CH:3][CH:2]=1.[H][H]. The catalyst is C(OCC)(=O)C.[Pd]. The product is [C:1]1([N:7]([CH2:22][O:23][CH2:24][CH2:25][Si:26]([CH3:29])([CH3:28])[CH3:27])[C:8]([C:10]2[N:15]=[CH:14][C:13]([CH:16]([CH3:21])[C:17]([O:19][CH3:20])=[O:18])=[CH:12][N:11]=2)=[O:9])[CH:2]=[CH:3][CH:4]=[CH:5][CH:6]=1. The yield is 0.930. (4) The reactants are [N:1]1[C:8]([Cl:9])=[N:7][C:5](Cl)=[N:4][C:2]=1[Cl:3].[CH:10]12[O:17][CH:14]([CH2:15][CH2:16]1)[CH2:13][NH:12][CH2:11]2. No catalyst specified. The product is [Cl:9][C:8]1[N:1]=[C:2]([Cl:3])[N:4]=[C:5]([N:12]2[CH2:11][CH:10]3[O:17][CH:14]([CH2:15][CH2:16]3)[CH2:13]2)[N:7]=1. The yield is 0.470. (5) The reactants are [CH:1]([C:3]1[C:4]([CH3:20])=[C:5]([NH:9][C:10](=[O:19])[O:11][CH2:12][C:13]2[CH:18]=[CH:17][CH:16]=[CH:15][CH:14]=2)[CH:6]=[CH:7][CH:8]=1)=O.[N+:21]([CH3:24])([O-:23])=[O:22].C([O-])(=O)C.[NH4+].C(O)(=O)C. No catalyst specified. The product is [CH3:20][C:4]1[C:3](/[CH:1]=[CH:24]/[N+:21]([O-:23])=[O:22])=[CH:8][CH:7]=[CH:6][C:5]=1[NH:9][C:10](=[O:19])[O:11][CH2:12][C:13]1[CH:18]=[CH:17][CH:16]=[CH:15][CH:14]=1. The yield is 0.717.